Dataset: Catalyst prediction with 721,799 reactions and 888 catalyst types from USPTO. Task: Predict which catalyst facilitates the given reaction. (1) Reactant: [N:1]1[N:5]2[CH:6]=[CH:7][C:8]([CH:10]=O)=[CH:9][C:4]2=[CH:3][CH:2]=1.[Cl:12][C:13]1[CH:18]=[CH:17][CH:16]=[C:15]([Cl:19])[C:14]=1/[N:20]=[C:21]1\[S:22][CH2:23][C:24](=[O:26])[NH:25]\1.N1CCCCC1. Product: [Cl:19][C:15]1[CH:16]=[CH:17][CH:18]=[C:13]([Cl:12])[C:14]=1/[N:20]=[C:21]1\[S:22]/[C:23](=[CH:10]\[C:8]2[CH:7]=[CH:6][N:5]3[N:1]=[CH:2][CH:3]=[C:4]3[CH:9]=2)/[C:24](=[O:26])[NH:25]\1. The catalyst class is: 361. (2) Reactant: C([O:3][C:4]([C:6]1[C:7]([C:12]2[CH:17]=[CH:16][N:15]=[CH:14][C:13]=2[F:18])=[N:8][O:9][C:10]=1[CH3:11])=[O:5])C.[OH-].[Na+].C(O)C. Product: [F:18][C:13]1[CH:14]=[N:15][CH:16]=[CH:17][C:12]=1[C:7]1[C:6]([C:4]([OH:5])=[O:3])=[C:10]([CH3:11])[O:9][N:8]=1. The catalyst class is: 7. (3) Reactant: [CH2:1]([O:8][C:9]([N:11]1[CH2:16][C@H:15]([NH:17][C:18]([O:20][C:21]([CH3:24])([CH3:23])[CH3:22])=[O:19])[CH2:14][C@H:13]([C:25]([OH:27])=[O:26])[CH2:12]1)=[O:10])[C:2]1[CH:7]=[CH:6][CH:5]=[CH:4][CH:3]=1.CO.[CH2:30](Cl)CCl.CN(C1C=CC=CN=1)C. Product: [C:21]([O:20][C:18]([NH:17][C@H:15]1[CH2:16][N:11]([C:9]([O:8][CH2:1][C:2]2[CH:3]=[CH:4][CH:5]=[CH:6][CH:7]=2)=[O:10])[CH2:12][C@@H:13]([C:25]([O:27][CH3:30])=[O:26])[CH2:14]1)=[O:19])([CH3:23])([CH3:24])[CH3:22]. The catalyst class is: 4. (4) Reactant: [CH3:1][S:2]([NH2:5])(=[O:4])=[O:3].[CH3:6][C:7]1[C:8]([CH3:33])=[CH:9][C:10]2[N:19]([CH2:20][CH2:21][N:22]3[CH2:26][CH2:25][CH2:24][C@H:23]3[C:27](O)=[O:28])[C:18]3[C:13]([C:14](=[O:31])[NH:15][C:16](=[O:30])[N:17]=3)=[N:12][C:11]=2[CH:32]=1.CC1C(C)=CC2N(CC=O)C3C(C(=O)NC(=O)N=3)=NC=2C=1.N1CCC[C@H]1C(O)=O.CN(C(ON1N=NC2C=CC=NC1=2)=[N+](C)C)C.F[P-](F)(F)(F)(F)F.CCN(C(C)C)C(C)C. Product: [CH3:6][C:7]1[C:8]([CH3:33])=[CH:9][C:10]2[N:19]([CH2:20][CH2:21][N:22]3[CH2:26][CH2:25][CH2:24][C@H:23]3[C:27]([NH:5][S:2]([CH3:1])(=[O:4])=[O:3])=[O:28])[C:18]3[C:13]([C:14](=[O:31])[NH:15][C:16](=[O:30])[N:17]=3)=[N:12][C:11]=2[CH:32]=1. The catalyst class is: 3. (5) Reactant: [CH:1]1([NH:4][C:5](=[O:30])[C:6]2[CH:11]=[CH:10][C:9]([CH3:12])=[C:8]([C:13]3[CH:14]=[C:15]4[C:20](=[CH:21][CH:22]=3)[C:19](=[O:23])[N:18]([CH2:24][CH:25]3[CH2:27][CH2:26]3)[CH:17]=[C:16]4C=O)[CH:7]=2)[CH2:3][CH2:2]1.C[C@H:32]1[CH2:37][NH:36][CH2:35][CH2:34][N:33]1[C:38](OC(C)(C)C)=O.[C:45](O[BH-](OC(=O)C)OC(=O)C)(=O)C.[Na+].O. Product: [CH:1]1([NH:4][C:5](=[O:30])[C:6]2[CH:11]=[CH:10][C:9]([CH3:12])=[C:8]([C:13]3[CH:14]=[C:15]4[C:20](=[CH:21][CH:22]=3)[C:19](=[O:23])[N:18]([CH2:24][CH:25]3[CH2:26][CH2:27]3)[CH:17]=[C:16]4[CH2:38][N:33]3[CH2:32][CH2:37][NH:36][C@@H:35]([CH3:45])[CH2:34]3)[CH:7]=2)[CH2:2][CH2:3]1. The catalyst class is: 4. (6) Reactant: [O:1]([CH2:8][C@@H:9]([OH:38])[CH2:10][N:11]([CH:19]([CH3:37])[CH2:20][C:21]([C:30]1[CH:35]=[CH:34][C:33]([NH2:36])=[CH:32][CH:31]=1)([C:23]1[CH:28]=[CH:27][C:26]([NH2:29])=[CH:25][CH:24]=1)[OH:22])[CH2:12][C:13]1[CH:18]=[CH:17][CH:16]=[CH:15][CH:14]=1)[C:2]1[CH:7]=[CH:6][CH:5]=[CH:4][CH:3]=1.N1C=CC=CC=1.[C:45](Cl)(=[O:48])[O:46][CH3:47]. Product: [O:1]([CH2:8][C@@H:9]([OH:38])[CH2:10][N:11]([CH:19]([CH3:37])[CH2:20][C:21]([C:23]1[CH:24]=[CH:25][C:26]([NH:29][C:45]([O:46][CH3:47])=[O:48])=[CH:27][CH:28]=1)([C:30]1[CH:35]=[CH:34][C:33]([NH:36][C:45]([O:46][CH3:47])=[O:48])=[CH:32][CH:31]=1)[OH:22])[CH2:12][C:13]1[CH:18]=[CH:17][CH:16]=[CH:15][CH:14]=1)[C:2]1[CH:3]=[CH:4][CH:5]=[CH:6][CH:7]=1. The catalyst class is: 4. (7) Reactant: [Br:1][C:2]1[N:7]=[CH:6][C:5]2[C:8]([CH2:21][NH:22][CH3:23])=[CH:9][N:10]([S:11]([C:14]3[CH:19]=[CH:18][CH:17]=[C:16]([F:20])[CH:15]=3)(=[O:13])=[O:12])[C:4]=2[CH:3]=1.C(N(CC)CC)C.[C:39](O[C:39]([O:41][C:42]([CH3:45])([CH3:44])[CH3:43])=[O:40])([O:41][C:42]([CH3:45])([CH3:44])[CH3:43])=[O:40].O. Product: [Br:1][C:2]1[N:7]=[CH:6][C:5]2[C:8]([CH2:21][N:22]([CH3:23])[C:39](=[O:40])[O:41][C:42]([CH3:43])([CH3:44])[CH3:45])=[CH:9][N:10]([S:11]([C:14]3[CH:19]=[CH:18][CH:17]=[C:16]([F:20])[CH:15]=3)(=[O:12])=[O:13])[C:4]=2[CH:3]=1. The catalyst class is: 4.